Task: Regression. Given two drug SMILES strings and cell line genomic features, predict the synergy score measuring deviation from expected non-interaction effect.. Dataset: NCI-60 drug combinations with 297,098 pairs across 59 cell lines (1) Drug 2: C1CCC(C(C1)N)N.C(=O)(C(=O)[O-])[O-].[Pt+4]. Drug 1: CCN(CC)CCNC(=O)C1=C(NC(=C1C)C=C2C3=C(C=CC(=C3)F)NC2=O)C. Cell line: HL-60(TB). Synergy scores: CSS=41.2, Synergy_ZIP=-0.370, Synergy_Bliss=0.296, Synergy_Loewe=-5.94, Synergy_HSA=1.70. (2) Drug 1: CCCCCOC(=O)NC1=NC(=O)N(C=C1F)C2C(C(C(O2)C)O)O. Drug 2: CC1=C2C(C(=O)C3(C(CC4C(C3C(C(C2(C)C)(CC1OC(=O)C(C(C5=CC=CC=C5)NC(=O)OC(C)(C)C)O)O)OC(=O)C6=CC=CC=C6)(CO4)OC(=O)C)O)C)O. Cell line: 786-0. Synergy scores: CSS=-0.955, Synergy_ZIP=0.782, Synergy_Bliss=2.39, Synergy_Loewe=-1.94, Synergy_HSA=-0.870. (3) Drug 1: C1CCN(CC1)CCOC2=CC=C(C=C2)C(=O)C3=C(SC4=C3C=CC(=C4)O)C5=CC=C(C=C5)O. Drug 2: C1=C(C(=O)NC(=O)N1)N(CCCl)CCCl. Cell line: 786-0. Synergy scores: CSS=45.3, Synergy_ZIP=1.58, Synergy_Bliss=2.93, Synergy_Loewe=0.639, Synergy_HSA=2.77. (4) Drug 1: CC1CCC2CC(C(=CC=CC=CC(CC(C(=O)C(C(C(=CC(C(=O)CC(OC(=O)C3CCCCN3C(=O)C(=O)C1(O2)O)C(C)CC4CCC(C(C4)OC)OCCO)C)C)O)OC)C)C)C)OC. Drug 2: C1CN1C2=NC(=NC(=N2)N3CC3)N4CC4. Cell line: CCRF-CEM. Synergy scores: CSS=51.9, Synergy_ZIP=-2.56, Synergy_Bliss=-1.94, Synergy_Loewe=-0.697, Synergy_HSA=0.540. (5) Drug 1: C1CC(=O)NC(=O)C1N2CC3=C(C2=O)C=CC=C3N. Drug 2: CC1=C(C=C(C=C1)C(=O)NC2=CC(=CC(=C2)C(F)(F)F)N3C=C(N=C3)C)NC4=NC=CC(=N4)C5=CN=CC=C5. Cell line: HOP-62. Synergy scores: CSS=11.7, Synergy_ZIP=-1.90, Synergy_Bliss=-0.00187, Synergy_Loewe=2.53, Synergy_HSA=2.18. (6) Drug 1: CC1=C(C=C(C=C1)NC2=NC=CC(=N2)N(C)C3=CC4=NN(C(=C4C=C3)C)C)S(=O)(=O)N.Cl. Drug 2: CC1=C(N=C(N=C1N)C(CC(=O)N)NCC(C(=O)N)N)C(=O)NC(C(C2=CN=CN2)OC3C(C(C(C(O3)CO)O)O)OC4C(C(C(C(O4)CO)O)OC(=O)N)O)C(=O)NC(C)C(C(C)C(=O)NC(C(C)O)C(=O)NCCC5=NC(=CS5)C6=NC(=CS6)C(=O)NCCC[S+](C)C)O. Cell line: DU-145. Synergy scores: CSS=-0.0280, Synergy_ZIP=-3.16, Synergy_Bliss=-5.88, Synergy_Loewe=-19.1, Synergy_HSA=-7.23. (7) Drug 1: CC1OCC2C(O1)C(C(C(O2)OC3C4COC(=O)C4C(C5=CC6=C(C=C35)OCO6)C7=CC(=C(C(=C7)OC)O)OC)O)O. Drug 2: C1CNP(=O)(OC1)N(CCCl)CCCl. Cell line: MDA-MB-435. Synergy scores: CSS=4.47, Synergy_ZIP=-3.78, Synergy_Bliss=-3.35, Synergy_Loewe=-12.6, Synergy_HSA=-5.53. (8) Drug 1: C1=CC(=CC=C1C#N)C(C2=CC=C(C=C2)C#N)N3C=NC=N3. Drug 2: B(C(CC(C)C)NC(=O)C(CC1=CC=CC=C1)NC(=O)C2=NC=CN=C2)(O)O. Cell line: M14. Synergy scores: CSS=17.6, Synergy_ZIP=-1.92, Synergy_Bliss=-5.36, Synergy_Loewe=-6.08, Synergy_HSA=-5.46. (9) Drug 2: C1=CC=C(C(=C1)C(C2=CC=C(C=C2)Cl)C(Cl)Cl)Cl. Synergy scores: CSS=4.07, Synergy_ZIP=-0.309, Synergy_Bliss=2.22, Synergy_Loewe=0.269, Synergy_HSA=1.24. Drug 1: C1=NC(=NC(=O)N1C2C(C(C(O2)CO)O)O)N. Cell line: EKVX. (10) Drug 1: CN1C(=O)N2C=NC(=C2N=N1)C(=O)N. Drug 2: COC1=C2C(=CC3=C1OC=C3)C=CC(=O)O2. Cell line: MDA-MB-435. Synergy scores: CSS=-0.812, Synergy_ZIP=1.38, Synergy_Bliss=1.09, Synergy_Loewe=-0.302, Synergy_HSA=-2.23.